This data is from Full USPTO retrosynthesis dataset with 1.9M reactions from patents (1976-2016). The task is: Predict the reactants needed to synthesize the given product. (1) Given the product [Br:50][C:51]1[CH:52]=[CH:53][C:54]2[O:63][C:62]3[C:61](=[O:64])[NH:60][C:59]([C@@H:65]4[CH2:69][C@H:68]([OH:70])[CH2:67][NH:66]4)=[N:58][C:57]=3[C:55]=2[CH:56]=1, predict the reactants needed to synthesize it. The reactants are: BrC1C=CC2OC3C(=O)NC(C4CCNCC4)=NC=3C=2C=1.BrC1C=CC2OC3C(=O)NC(C4CCN(C(OC(C)(C)C)=O)CC4)=NC=3C=2C=1.[Br:50][C:51]1[CH:52]=[CH:53][C:54]2[O:63][C:62]3[C:61](=[O:64])[NH:60][C:59]([C@@H:65]4[CH2:69][C@H:68]([OH:70])[CH2:67][N:66]4C(OC(C)(C)C)=O)=[N:58][C:57]=3[C:55]=2[CH:56]=1. (2) Given the product [Cl:20][C:16]1[CH:15]=[C:14]([S:11]([NH:10][C:9]2[CH:8]=[C:7]([CH3:21])[N:6]=[C:5]3[S:22][C:2]([C:27]4[C:28]5[C:33](=[CH:32][CH:31]=[CH:30][CH:29]=5)[CH:24]=[N:25][CH:26]=4)=[C:3]([CH3:23])[C:4]=23)(=[O:13])=[O:12])[CH:19]=[CH:18][CH:17]=1, predict the reactants needed to synthesize it. The reactants are: Br[C:2]1[S:22][C:5]2=[N:6][C:7]([CH3:21])=[CH:8][C:9]([NH:10][S:11]([C:14]3[CH:19]=[CH:18][CH:17]=[C:16]([Cl:20])[CH:15]=3)(=[O:13])=[O:12])=[C:4]2[C:3]=1[CH3:23].[CH:24]1[C:33]2[C:28](=[CH:29][CH:30]=[CH:31][CH:32]=2)[C:27](B(O)O)=[CH:26][N:25]=1.C(=O)([O-])[O-].[K+].[K+].